This data is from Full USPTO retrosynthesis dataset with 1.9M reactions from patents (1976-2016). The task is: Predict the reactants needed to synthesize the given product. (1) Given the product [CH:45]1([NH:42][C:43]([NH:19][C:18]2[CH:20]=[CH:21][C:15]([C:13]3[N:12]=[C:11]4[N:22]([CH3:25])[N:23]=[CH:24][C:10]4=[C:9]([N:3]4[CH2:2][CH:1]5[O:8][CH:5]([CH2:6][CH2:7]5)[CH2:4]4)[N:14]=3)=[CH:16][CH:17]=2)=[O:44])[CH2:50][CH2:49]1, predict the reactants needed to synthesize it. The reactants are: [CH:1]12[O:8][CH:5]([CH2:6][CH2:7]1)[CH2:4][N:3]([C:9]1[N:14]=[C:13]([C:15]3[CH:21]=[CH:20][C:18]([NH2:19])=[CH:17][CH:16]=3)[N:12]=[C:11]3[N:22]([CH3:25])[N:23]=[CH:24][C:10]=13)[CH2:2]2.ClC(Cl)(OC(=O)OC(Cl)(Cl)Cl)Cl.C1(N)CC1.[N:42]([C:45]1[CH:50]=[CH:49]C(C2N=C3N(C)N=CC3=C(N3CC4OC(CC4)C3)N=2)=CC=1)=[C:43]=[O:44]. (2) Given the product [C:1]1([C:7]2[N:8]([S:28]([C:22]3[CH:27]=[CH:26][CH:25]=[CH:24][CH:23]=3)(=[O:30])=[O:29])[CH:9]=[CH:10][C:11]=2[C:12]([O:14][CH2:15][CH3:16])=[O:13])[CH:2]=[CH:3][CH:4]=[CH:5][CH:6]=1, predict the reactants needed to synthesize it. The reactants are: [C:1]1([C:7]2[NH:8][CH:9]=[CH:10][C:11]=2[C:12]([O:14][CH2:15][CH3:16])=[O:13])[CH:6]=[CH:5][CH:4]=[CH:3][CH:2]=1.CN(C=O)C.[C:22]1([S:28](Cl)(=[O:30])=[O:29])[CH:27]=[CH:26][CH:25]=[CH:24][CH:23]=1.O.